From a dataset of Reaction yield outcomes from USPTO patents with 853,638 reactions. Predict the reaction yield, written as a fraction of the theoretical maximum amount of product (1.0 means a 100% yield; for example, 0.34 means a 34% yield). (1) The reactants are [NH2:1][C:2]1[CH:10]=[CH:9][CH:8]=[C:7]([Cl:11])[C:3]=1[C:4]([OH:6])=O.O=S(Cl)Cl.[NH2:16][C:17]1(N)[CH2:22][CH:21]=[CH:20][CH:19]=[C:18]1[C:23]1[CH:28]=[CH:27][CH:26]=[CH:25][CH:24]=1.C(Cl)(Cl)Cl. The catalyst is C1C=CC=CC=1. The product is [NH2:1][C:2]1[CH:10]=[CH:9][CH:8]=[C:7]([Cl:11])[C:3]=1[C:4]([NH:16][C:17]1[CH:22]=[CH:21][CH:20]=[CH:19][C:18]=1[C:23]1[CH:24]=[CH:25][CH:26]=[CH:27][CH:28]=1)=[O:6]. The yield is 0.570. (2) The reactants are [Br:1][C:2]1[CH:7]=[CH:6][C:5]([CH:8]2[O:13][CH2:12][CH2:11]C[O:9]2)=[CH:4][N:3]=1. The catalyst is C(O)CO. The product is [Br:1][C:2]1[CH:7]=[CH:6][C:5]([CH:8]2[O:9][CH2:11][CH2:12][O:13]2)=[CH:4][N:3]=1. The yield is 0.610. (3) The reactants are CS(C1C=CC(CCC)=C(C=1)N)(=O)=O.[Cl:15][C:16]1[CH:21]=[CH:20][C:19]([S:22]([CH3:25])(=[O:24])=[O:23])=[CH:18][C:17]=1[N+:26]([O-])=O. No catalyst specified. The product is [Cl:15][C:16]1[CH:21]=[CH:20][C:19]([S:22]([CH3:25])(=[O:24])=[O:23])=[CH:18][C:17]=1[NH2:26]. The yield is 1.00. (4) The reactants are [CH:1]1[CH:2]=[CH:3][C:4]2N(O)N=N[C:5]=2[CH:6]=1.C(Cl)CCl.[C:15](O)(=[O:22])C1C=CC=NC=1.[F:24][C:25]1[CH:30]=[CH:29][C:28]([CH:31]([C:35]2[CH:40]=[CH:39][C:38]([F:41])=[CH:37][CH:36]=2)[CH2:32][CH2:33][NH2:34])=[CH:27][CH:26]=1.CCN(C(C)C)C(C)C. The catalyst is CN(C=O)C.CCOCC.O. The product is [F:24][C:25]1[CH:30]=[CH:29][C:28]([CH:31]([C:35]2[CH:36]=[CH:37][C:38]([F:41])=[CH:39][CH:40]=2)[CH2:32][CH2:33][NH:34][C:15](=[O:22])[C:5]2[CH:4]=[CH:3][CH:2]=[CH:1][CH:6]=2)=[CH:27][CH:26]=1. The yield is 0.718. (5) The yield is 0.270. The product is [Cl:1][C:2]1[CH:7]=[CH:6][C:5]([CH:8]([NH:43][C:39]2[CH:40]=[C:41]([CH3:42])[C:36]3[N:37]([C:33]([CH:32]([F:44])[F:31])=[N:34][N:35]=3)[CH:38]=2)[C:9]([O:11][CH2:12][CH3:13])=[O:10])=[CH:4][CH:3]=1. The catalyst is O1CCOCC1.CCOC(C)=O. The reactants are [Cl:1][C:2]1[CH:7]=[CH:6][C:5]([CH:8](O)[C:9]([O:11][CH2:12][CH3:13])=[O:10])=[CH:4][CH:3]=1.CCN(CC)CC.O(S(C)(=O)=O)S(C)(=O)=O.[F:31][CH:32]([F:44])[C:33]1[N:37]2[CH:38]=[C:39]([NH2:43])[CH:40]=[C:41]([CH3:42])[C:36]2=[N:35][N:34]=1.C([O-])(O)=O.[Na+]. (6) The reactants are [N:1]1[C:2]([C:10]([OH:12])=O)=[CH:3][N:4]2[CH:9]=[CH:8][CH:7]=[CH:6][C:5]=12.[NH2:13][C@@H:14]([CH3:31])[CH2:15][N:16]1[CH:20]=[CH:19][C:18]([C:21]2[CH:28]=[C:27]([F:29])[C:24]([C:25]#[N:26])=[C:23]([Cl:30])[CH:22]=2)=[N:17]1. No catalyst specified. The product is [Cl:30][C:23]1[CH:22]=[C:21]([C:18]2[CH:19]=[CH:20][N:16]([CH2:15][C@@H:14]([NH:13][C:10]([C:2]3[N:1]=[C:5]4[CH:6]=[CH:7][CH:8]=[CH:9][N:4]4[CH:3]=3)=[O:12])[CH3:31])[N:17]=2)[CH:28]=[C:27]([F:29])[C:24]=1[C:25]#[N:26]. The yield is 0.390. (7) The reactants are [CH2:1](/[C:3](=[CH:9]\[CH:10]=[CH:11]\[CH2:12][CH2:13]/[CH:14]=[CH:15]\[CH2:16]/[CH:17]=[CH:18]\[CH2:19]/[CH:20]=[CH:21]\[CH2:22]/[CH:23]=[CH:24]\[CH2:25][CH3:26])/[C:4]([O:6]CC)=[O:5])[CH3:2].[Li+].[OH-].Cl. The catalyst is C(O)C.O. The product is [CH2:1](/[C:3](=[CH:9]\[CH:10]=[CH:11]\[CH2:12][CH2:13]/[CH:14]=[CH:15]\[CH2:16]/[CH:17]=[CH:18]\[CH2:19]/[CH:20]=[CH:21]\[CH2:22]/[CH:23]=[CH:24]\[CH2:25][CH3:26])/[C:4]([OH:6])=[O:5])[CH3:2]. The yield is 0.760.